From a dataset of Reaction yield outcomes from USPTO patents with 853,638 reactions. Predict the reaction yield, written as a fraction of the theoretical maximum amount of product (1.0 means a 100% yield; for example, 0.34 means a 34% yield). (1) The reactants are [Br:1][C:2]1[CH:12]=[C:11](/[CH:13]=[CH:14]\[CH:15]([C:20]2[CH:25]=[C:24]([Cl:26])[C:23]([Cl:27])=[C:22]([Cl:28])[CH:21]=2)[C:16]([F:19])([F:18])[F:17])[CH:10]=[CH:9][C:3]=1[C:4]([O:6]CC)=[O:5].I[Si](C)(C)C. The catalyst is CC#N. The product is [Br:1][C:2]1[CH:12]=[C:11](/[CH:13]=[CH:14]\[CH:15]([C:20]2[CH:21]=[C:22]([Cl:28])[C:23]([Cl:27])=[C:24]([Cl:26])[CH:25]=2)[C:16]([F:19])([F:18])[F:17])[CH:10]=[CH:9][C:3]=1[C:4]([OH:6])=[O:5]. The yield is 0.420. (2) The reactants are C1(NC2CCCCC2)CCCCC1.C([Li])CCC.[C:19]([N:26]1[CH2:31][CH2:30][CH:29]([C:32]([O:34][CH2:35][CH3:36])=[O:33])[CH2:28][CH2:27]1)([O:21][C:22]([CH3:25])([CH3:24])[CH3:23])=[O:20].Br[C:38]1[CH:39]=[CH:40][C:41]2[O:50][CH2:49][CH2:48][C:47]3[C:43](=[N:44][N:45]([C:51]4[N:52]([C:56]5[CH:61]=[CH:60][C:59]([F:62])=[CH:58][C:57]=5[F:63])[N:53]=[CH:54][N:55]=4)[CH:46]=3)[C:42]=2[CH:64]=1.F[B-](F)(F)F.C([PH+](C(C)(C)C)C(C)(C)C)(C)(C)C. The catalyst is C1(C)C=CC=CC=1.C1CCCCC1.C(OCC)(=O)C. The product is [CH2:35]([O:34][C:32]([C:29]1([C:38]2[CH:39]=[CH:40][C:41]3[O:50][CH2:49][CH2:48][C:47]4[C:43](=[N:44][N:45]([C:51]5[N:52]([C:56]6[CH:61]=[CH:60][C:59]([F:62])=[CH:58][C:57]=6[F:63])[N:53]=[CH:54][N:55]=5)[CH:46]=4)[C:42]=3[CH:64]=2)[CH2:30][CH2:31][N:26]([C:19]([O:21][C:22]([CH3:25])([CH3:24])[CH3:23])=[O:20])[CH2:27][CH2:28]1)=[O:33])[CH3:36]. The yield is 0.290. (3) The reactants are Cl[C:2]1[C:11]2[C:6](=[CH:7][C:8]([O:14][CH2:15][CH:16]3[CH2:21][CH2:20][N:19]([CH3:22])[CH2:18][CH2:17]3)=[C:9]([O:12][CH3:13])[CH:10]=2)[N:5]=[CH:4][N:3]=1.[F:23][C:24]1[CH:32]=[C:31]2[C:27]([CH:28]=[CH:29][NH:30]2)=[CH:26][C:25]=1[OH:33].C(=O)([O-])[O-].[K+].[K+]. The catalyst is CN(C=O)C. The product is [F:23][C:24]1[CH:32]=[C:31]2[C:27]([CH:28]=[CH:29][NH:30]2)=[CH:26][C:25]=1[O:33][C:2]1[C:11]2[C:6](=[CH:7][C:8]([O:14][CH2:15][CH:16]3[CH2:21][CH2:20][N:19]([CH3:22])[CH2:18][CH2:17]3)=[C:9]([O:12][CH3:13])[CH:10]=2)[N:5]=[CH:4][N:3]=1. The yield is 0.460. (4) The reactants are [S:1]1[C:12]2[C:4](=[CH:5][CH:6]=[C:7]3[C:11]=2[C:10](=O)[C:9](=[O:14])[NH:8]3)[N:3]=[CH:2]1.Cl.[F:16][C:17]1[CH:18]=[C:19]([NH:23][NH2:24])[CH:20]=[CH:21][CH:22]=1. The catalyst is C(O)C. The product is [F:16][C:17]1[CH:18]=[C:19]([NH:23][N:24]=[C:10]2[C:11]3[C:7](=[CH:6][CH:5]=[C:4]4[N:3]=[CH:2][S:1][C:12]4=3)[NH:8][C:9]2=[O:14])[CH:20]=[CH:21][CH:22]=1. The yield is 0.600. (5) The reactants are C(O[C:6](=O)[NH:7][C:8]1[CH:18]=[CH:17][C:11]2[C:12]([CH3:16])([CH3:15])[CH2:13][O:14][C:10]=2[CH:9]=1)(C)(C)C.[H-].[Na+].CI. The catalyst is CN(C=O)C. The product is [CH3:15][C:12]1([CH3:16])[C:11]2[CH:17]=[CH:18][C:8]([NH:7][CH3:6])=[CH:9][C:10]=2[O:14][CH2:13]1. The yield is 0.940.